From a dataset of Full USPTO retrosynthesis dataset with 1.9M reactions from patents (1976-2016). Predict the reactants needed to synthesize the given product. (1) Given the product [CH3:18][C:14]1[N:13]=[C:12]([C:11]2[C:10]3[C:5](=[CH:6][CH:7]=[CH:8][CH:9]=3)[C:4](=[O:20])[NH:2][N:3]=2)[CH:17]=[CH:16][CH:15]=1, predict the reactants needed to synthesize it. The reactants are: C[N:2](C)[N:3]1[C:11](O)([C:12]2[CH:17]=[CH:16][CH:15]=[C:14]([CH3:18])[N:13]=2)[C:10]2[C:5](=[CH:6][CH:7]=[CH:8][CH:9]=2)[C:4]1=[O:20].CCO.NN.CC1N=C(C2C3C(=CC=CC=3)C=NN=2)C=CC=1. (2) Given the product [CH2:1]([O:3][CH:4]=[CH:5][C:6]([O-:8])=[O:7])[CH3:2].[Na+:12], predict the reactants needed to synthesize it. The reactants are: [CH2:1]([O:3][CH:4]=[CH:5][C:6]([O:8]CC)=[O:7])[CH3:2].[OH-].[Na+:12]. (3) Given the product [ClH:20].[C@@H:5]12[CH2:6][C@@H:1]1[CH2:2][N:3]([CH2:7][CH2:8][CH2:9][O:10][C:11]1[CH:19]=[CH:18][C:14]([C:15]([NH2:17])=[O:16])=[CH:13][CH:12]=1)[CH2:4]2, predict the reactants needed to synthesize it. The reactants are: [C@@H:1]12[CH2:6][C@@H:5]1[CH2:4][N:3]([CH2:7][CH2:8][CH2:9][O:10][C:11]1[CH:19]=[CH:18][C:14]([C:15]([NH2:17])=[O:16])=[CH:13][CH:12]=1)[CH2:2]2.[ClH:20]. (4) Given the product [F:1][C:2]1[CH:3]=[C:4]([CH:23]=[CH:24][CH:25]=1)[CH2:5][O:6][C:7]1[CH:8]=[CH:9][C:10]([N:13]2[CH2:14][C@H:15]([C:19]3[N:20]=[C:26]([CH3:27])[O:22][N:21]=3)[CH2:16][C:17]2=[O:18])=[CH:11][CH:12]=1, predict the reactants needed to synthesize it. The reactants are: [F:1][C:2]1[CH:3]=[C:4]([CH:23]=[CH:24][CH:25]=1)[CH2:5][O:6][C:7]1[CH:12]=[CH:11][C:10]([N:13]2[C:17](=[O:18])[CH2:16][C@@H:15]([C:19]([NH:21][OH:22])=[NH:20])[CH2:14]2)=[CH:9][CH:8]=1.[C:26](Cl)(=O)[CH3:27].O. (5) Given the product [CH3:1][O:2][C:3]([C:4]1([CH3:18])[CH2:5][C:6]2[C:14]3[C:9](=[CH:10][CH:11]=[C:12]([O:15][CH2:16][CH3:17])[CH:13]=3)[NH:8][C:7]=2[CH:25]([C:24]2[CH:27]=[CH:28][CH:29]=[C:22]([OH:21])[CH:23]=2)[NH:19]1)=[O:20], predict the reactants needed to synthesize it. The reactants are: [CH3:1][O:2][C:3](=[O:20])[C:4]([NH2:19])([CH3:18])[CH2:5][C:6]1[C:14]2[C:9](=[CH:10][CH:11]=[C:12]([O:15][CH2:16][CH3:17])[CH:13]=2)[NH:8][CH:7]=1.[OH:21][C:22]1[CH:23]=[C:24]([CH:27]=[CH:28][CH:29]=1)[CH:25]=O.FC(F)(F)C(O)=O.CO. (6) Given the product [CH2:8]([N:15]([S:28]([C:24]1[C:25]([CH3:27])=[CH:26][C:21]([O:20][CH3:19])=[C:22]([CH3:33])[C:23]=1[CH3:32])(=[O:30])=[O:29])[CH2:16][CH2:17][O:18][CH2:36][C:37]([OH:39])=[O:38])[C:9]1[CH:14]=[CH:13][CH:12]=[CH:11][CH:10]=1, predict the reactants needed to synthesize it. The reactants are: C(N(CC)CC)C.[CH2:8]([NH:15][CH2:16][CH2:17][OH:18])[C:9]1[CH:14]=[CH:13][CH:12]=[CH:11][CH:10]=1.[CH3:19][O:20][C:21]1[CH:26]=[C:25]([CH3:27])[C:24]([S:28](Cl)(=[O:30])=[O:29])=[C:23]([CH3:32])[C:22]=1[CH3:33].Cl.Br[CH2:36][C:37]([O:39]C(C)(C)C)=[O:38].[OH-].[Na+].C(N(CCO)S(C1C(C)=CC(OC)=C(C)C=1C)(=O)=O)C1C=CC=CC=1.C([O-])(=O)C.C(O)(C(F)(F)F)=O. (7) Given the product [O:14]1[CH2:18][CH2:17][CH2:16][CH:15]1[C:19]1[CH:20]=[C:23]([CH:24]=[CH:25][CH:26]=1)[C:8]#[N:9].[O:1]1[CH2:5][CH2:4][CH:3]([C:6]2[CH:7]=[C:10]([CH:11]=[CH:12][CH:13]=2)[C:21]#[N:22])[CH2:2]1, predict the reactants needed to synthesize it. The reactants are: [O:1]1[CH:5]=[CH:4][CH:3]([C:6]2[CH:13]=[CH:12][CH:11]=[CH:10][C:7]=2[C:8]#[N:9])[CH2:2]1.[O:14]1[CH2:18][CH:17]=[CH:16][CH:15]1[C:19]1[CH:26]=[CH:25][CH:24]=[CH:23][C:20]=1[C:21]#[N:22].